Dataset: Full USPTO retrosynthesis dataset with 1.9M reactions from patents (1976-2016). Task: Predict the reactants needed to synthesize the given product. (1) Given the product [N:1]([CH2:4]/[C:5](=[N:24]\[NH:23][C:20]1[S:21][CH:22]=[C:18]([C:13]2[CH:14]=[CH:15][C:16]([Cl:17])=[C:11]([Cl:10])[CH:12]=2)[N:19]=1)/[C:6]([OH:8])=[O:7])=[N+:2]=[N-:3], predict the reactants needed to synthesize it. The reactants are: [N:1]([CH2:4][C:5](=O)[C:6]([OH:8])=[O:7])=[N+:2]=[N-:3].[Cl:10][C:11]1[CH:12]=[C:13]([C:18]2[N:19]=[C:20]([NH:23][NH2:24])[S:21][CH:22]=2)[CH:14]=[CH:15][C:16]=1[Cl:17]. (2) Given the product [Br:8][C:9]1[CH:14]=[CH:13][C:12]([NH:15][C:16](=[O:46])[C:17]2[CH:22]=[C:21]([F:23])[CH:20]=[CH:19][C:18]=2[NH:24][C:25](=[O:45])[C:26]2[CH:31]=[CH:30][C:29]([N:32]3[CH2:36][CH2:35][CH2:34][CH2:33]3)=[CH:28][C:27]=2[O:37][CH:38]2[CH2:43][CH2:42][N:41]([CH3:44])[CH2:40][CH2:39]2)=[C:11]([Cl:47])[CH:10]=1, predict the reactants needed to synthesize it. The reactants are: FC(F)(F)C(O)=O.[Br:8][C:9]1[CH:14]=[CH:13][C:12]([NH:15][C:16](=[O:46])[C:17]2[CH:22]=[C:21]([F:23])[CH:20]=[CH:19][C:18]=2[NH:24][C:25](=[O:45])[C:26]2[CH:31]=[CH:30][C:29]([N:32]3[CH2:36][CH2:35][CH2:34][CH2:33]3)=[CH:28][C:27]=2[O:37][CH:38]2[CH2:43][CH2:42][N:41]([CH3:44])[CH2:40][CH2:39]2)=[C:11]([Cl:47])[CH:10]=1.FC1C=CC2N=C(C3C=CC(N4CCCC4)=CC=3OC3CCN(C)CC3)OC(=O)C=2C=1.BrC1C=CC(N)=C(Cl)C=1. (3) Given the product [CH2:34]([N:36]([CH2:40][CH3:41])[C:37]([O:15][N:14]=[C:12]([CH2:11][O:10][CH2:9][CH2:8][CH2:7][CH2:6][CH2:5][O:4][C:3]1[C:2]([Cl:1])=[CH:19][C:18]([O:20][CH2:21][CH:22]=[C:23]([Cl:25])[Cl:24])=[CH:17][C:16]=1[Cl:26])[CH3:13])=[O:38])[CH3:35], predict the reactants needed to synthesize it. The reactants are: [Cl:1][C:2]1[CH:19]=[C:18]([O:20][CH2:21][CH:22]=[C:23]([Cl:25])[Cl:24])[CH:17]=[C:16]([Cl:26])[C:3]=1[O:4][CH2:5][CH2:6][CH2:7][CH2:8][CH2:9][O:10][CH2:11][C:12](=[N:14][OH:15])[CH3:13].C(N(CC)CC)C.[CH2:34]([N:36]([CH2:40][CH3:41])[C:37](Cl)=[O:38])[CH3:35].Cl. (4) Given the product [F:1][C:2]1[CH:55]=[CH:54][CH:53]=[CH:52][C:3]=1[CH2:4][N:5]1[C:13](=[O:14])[C:12]2[NH:11][C:10]([CH2:15][C:16]3[CH:21]=[CH:20][C:19]([NH:22][C:23](=[O:25])[CH3:24])=[CH:18][CH:17]=3)=[N:9][C:8]=2[N:7]([CH2:26][C:27]2[N:31]=[CH:30][NH:29][N:28]=2)[C:6]1=[O:51], predict the reactants needed to synthesize it. The reactants are: [F:1][C:2]1[CH:55]=[CH:54][CH:53]=[CH:52][C:3]=1[CH2:4][N:5]1[C:13](=[O:14])[C:12]2[NH:11][C:10]([CH2:15][C:16]3[CH:21]=[CH:20][C:19]([NH:22][C:23](=[O:25])[CH3:24])=[CH:18][CH:17]=3)=[N:9][C:8]=2[N:7]([CH2:26][C:27]2[N:31]=[CH:30][N:29](C(C3C=CC=CC=3)(C3C=CC=CC=3)C3C=CC=CC=3)[N:28]=2)[C:6]1=[O:51].FC(F)(F)C(O)=O.C([SiH](CC)CC)C. (5) Given the product [Cl:26][C:20]1[CH:21]=[CH:22][CH:23]=[C:24]([F:25])[C:19]=1[C:18]([NH:17][C:15]1[CH:14]=[CH:13][C:11]2[O:12][C@@H:7]([CH2:6][C:38]#[N:39])[CH2:8][N:9]([S:28]([C:31]3[CH:32]=[CH:33][C:34]([F:37])=[CH:35][CH:36]=3)(=[O:29])=[O:30])[C:10]=2[CH:16]=1)=[O:27], predict the reactants needed to synthesize it. The reactants are: CS(O[CH2:6][C@@H:7]1[O:12][C:11]2[CH:13]=[CH:14][C:15]([NH:17][C:18](=[O:27])[C:19]3[C:24]([F:25])=[CH:23][CH:22]=[CH:21][C:20]=3[Cl:26])=[CH:16][C:10]=2[N:9]([S:28]([C:31]2[CH:36]=[CH:35][C:34]([F:37])=[CH:33][CH:32]=2)(=[O:30])=[O:29])[CH2:8]1)(=O)=O.[C-:38]#[N:39].[K+]. (6) Given the product [CH2:21]([O:24][C:2]1[N:7]=[C:6]([N:8]([CH2:11][C:12]2[S:16][C:15]([Cl:17])=[N:14][CH:13]=2)[CH2:9][CH3:10])[C:5]([N+:18]([O-:20])=[O:19])=[CH:4][CH:3]=1)[CH:22]=[CH2:23], predict the reactants needed to synthesize it. The reactants are: Cl[C:2]1[N:7]=[C:6]([N:8]([CH2:11][C:12]2[S:16][C:15]([Cl:17])=[N:14][CH:13]=2)[CH2:9][CH3:10])[C:5]([N+:18]([O-:20])=[O:19])=[CH:4][CH:3]=1.[CH2:21]([O-:24])[CH:22]=[CH2:23].[Na+]. (7) Given the product [NH2:25][CH2:24][CH2:23][CH2:22][N:21]1[C:20]2[CH:26]=[CH:27][CH:28]=[CH:29][C:19]=2[N:18]=[C:17]1[CH2:16][N:5]([CH2:4][CH2:3][CH:2]([CH3:30])[CH3:1])[CH:6]1[C:15]2[N:14]=[CH:13][CH:12]=[CH:11][C:10]=2[CH2:9][CH2:8][CH2:7]1, predict the reactants needed to synthesize it. The reactants are: [CH3:1][CH:2]([CH3:30])[CH2:3][CH2:4][N:5]([CH2:16][C:17]1[N:21]([CH2:22][CH2:23][C:24]#[N:25])[C:20]2[CH:26]=[CH:27][CH:28]=[CH:29][C:19]=2[N:18]=1)[CH:6]1[C:15]2[N:14]=[CH:13][CH:12]=[CH:11][C:10]=2[CH2:9][CH2:8][CH2:7]1.NCCCN1C2C=CC=CC=2N=C1CN(C)C1C2N=CC=CC=2CCC1. (8) Given the product [CH3:11][C:9]1[N:10]=[C:6]([C:4]([OH:5])=[O:3])[S:7][C:8]=1[C:12]1[C:21]2[C:16](=[CH:17][CH:18]=[CH:19][CH:20]=2)[CH:15]=[CH:14][CH:13]=1, predict the reactants needed to synthesize it. The reactants are: C([O:3][C:4]([C:6]1[S:7][C:8]([C:12]2[C:21]3[C:16](=[CH:17][CH:18]=[CH:19][CH:20]=3)[CH:15]=[CH:14][CH:13]=2)=[C:9]([CH3:11])[N:10]=1)=[O:5])C.[OH-].[Na+]. (9) The reactants are: [CH3:1][N:2]1[CH2:7][CH2:6][NH:5][CH2:4][CH2:3]1.Br[CH2:9][CH2:10][CH2:11][Cl:12]. Given the product [Cl:12][CH2:11][CH2:10][CH2:9][N:5]1[CH2:6][CH2:7][N:2]([CH3:1])[CH2:3][CH2:4]1, predict the reactants needed to synthesize it. (10) Given the product [CH3:28][C:25]1[CH:24]=[CH:23][C:22]([CH2:21][O:20][C:18]([N:15]2[CH2:16][CH2:17][CH:12]([CH2:11][NH:10][C:2]3[CH:7]=[CH:6][N:5]=[C:4]([S:8][CH3:9])[N:3]=3)[CH2:13][CH2:14]2)=[O:19])=[CH:27][CH:26]=1, predict the reactants needed to synthesize it. The reactants are: Cl[C:2]1[CH:7]=[CH:6][N:5]=[C:4]([S:8][CH3:9])[N:3]=1.[NH2:10][CH2:11][CH:12]1[CH2:17][CH2:16][N:15]([C:18]([O:20][CH2:21][C:22]2[CH:27]=[CH:26][C:25]([CH3:28])=[CH:24][CH:23]=2)=[O:19])[CH2:14][CH2:13]1.